Dataset: Forward reaction prediction with 1.9M reactions from USPTO patents (1976-2016). Task: Predict the product of the given reaction. Given the reactants C[C:2](C)([O-:4])C.[K+:6].[Cl:7][CH2:8][C:9]([O:11][CH2:12][CH3:13])=[O:10].C(OCC)=O, predict the reaction product. The product is: [Cl:7][C:8]([C:9]([O:11][CH2:12][CH3:13])=[O:10])=[CH:2][O-:4].[K+:6].